Dataset: Reaction yield outcomes from USPTO patents with 853,638 reactions. Task: Predict the reaction yield, written as a fraction of the theoretical maximum amount of product (1.0 means a 100% yield; for example, 0.34 means a 34% yield). (1) The reactants are Br[C:2]1[CH:7]=[CH:6][CH:5]=[CH:4][C:3]=1[O:8][CH3:9].C([Li])CCC.[CH:15]([C:18]1[CH:23]=[CH:22][C:21]([C:24](=[O:28])[CH:25]([CH3:27])[CH3:26])=[CH:20][CH:19]=1)([CH3:17])[CH3:16].O. The catalyst is C1COCC1. The product is [CH:15]([C:18]1[CH:23]=[CH:22][C:21]([C:24]([C:2]2[CH:7]=[CH:6][CH:5]=[CH:4][C:3]=2[O:8][CH3:9])([OH:28])[CH:25]([CH3:27])[CH3:26])=[CH:20][CH:19]=1)([CH3:17])[CH3:16]. The yield is 0.430. (2) The reactants are C(Cl)CCl.[CH2:5]([C:7]1[C:15]2[C:10](=[CH:11][CH:12]=[CH:13][CH:14]=2)[NH:9][C:8]=1[CH2:16][NH:17][CH3:18])[CH3:6].Cl.[O:20]=[C:21]1[NH:30][C:29]2[N:28]=[CH:27][C:26](/[CH:31]=[CH:32]/[C:33]([OH:35])=O)=[CH:25][C:24]=2[CH2:23][CH2:22]1.C1C=CC2N(O)N=NC=2C=1.CCN(C(C)C)C(C)C. The catalyst is CN(C=O)C.O. The product is [CH2:5]([C:7]1[C:15]2[C:10](=[CH:11][CH:12]=[CH:13][CH:14]=2)[NH:9][C:8]=1[CH2:16][N:17]([CH3:18])[C:33](=[O:35])/[CH:32]=[CH:31]/[C:26]1[CH:27]=[N:28][C:29]2[NH:30][C:21](=[O:20])[CH2:22][CH2:23][C:24]=2[CH:25]=1)[CH3:6]. The yield is 0.670. (3) The reactants are [N:1]1[CH:6]=[CH:5][CH:4]=[CH:3][C:2]=1[CH:7]=O.Cl.[NH:10]1[CH:14]=[CH:13][N:12]=[C:11]1[C:15]1[CH:16]=[CH:17][C:18]([CH3:31])=[C:19]([NH:21][C:22](=[O:30])[C:23]2[CH:28]=[CH:27][C:26]([NH2:29])=[CH:25][CH:24]=2)[CH:20]=1.C(O[BH-](OC(=O)C)OC(=O)C)(=O)C.[Na+]. The catalyst is C(Cl)Cl. The product is [NH:10]1[CH:14]=[CH:13][N:12]=[C:11]1[C:15]1[CH:16]=[CH:17][C:18]([CH3:31])=[C:19]([NH:21][C:22](=[O:30])[C:23]2[CH:28]=[CH:27][C:26]([NH:29][CH2:7][C:2]3[CH:3]=[CH:4][CH:5]=[CH:6][N:1]=3)=[CH:25][CH:24]=2)[CH:20]=1. The yield is 0.559. (4) The product is [CH3:5][C:4]1[N:1]=[C:2]2[S:6][C:5]3[CH2:7][CH2:8][CH2:9][C:4]=3[C:3]2=[C:10]([C:12]2[O:13][CH:14]=[CH:15][CH:16]=2)[C:3]=1[CH2:10][C:12]([O:26][CH3:25])=[O:13]. No catalyst specified. The yield is 0.620. The reactants are [NH2:1][C:2]1[S:6][C:5]2[CH2:7][CH2:8][CH2:9][C:4]=2[C:3]=1[C:10]([C:12]1[O:13][CH:14]=[CH:15][CH:16]=1)=O.Cl[Si](C)(C)C.CN([CH:25]=[O:26])C. (5) The reactants are Cl[C:2]1[N:7]=[C:6]([C:8]2[N:12]3[CH:13]=[CH:14][CH:15]=[CH:16][C:11]3=[N:10][C:9]=2[C:17]2[CH:18]=[CH:19][C:20]([O:34][CH3:35])=[C:21]([CH:33]=2)[C:22]([NH:24][C:25]2[C:30]([F:31])=[CH:29][CH:28]=[CH:27][C:26]=2[F:32])=[O:23])[CH:5]=[CH:4][N:3]=1.[CH3:36][CH:37]([N:39]1[CH2:44][CH2:43][N:42]([C:45]2[CH:51]=[CH:50][C:48]([NH2:49])=[C:47]([O:52][CH3:53])[CH:46]=2)[CH2:41][CH2:40]1)[CH3:38].Cl.O1CCOCC1.C[O-].[Na+]. The catalyst is FC(F)(F)CO.CO.C(Cl)Cl.CCCCCC. The product is [F:32][C:26]1[CH:27]=[CH:28][CH:29]=[C:30]([F:31])[C:25]=1[NH:24][C:22](=[O:23])[C:21]1[CH:33]=[C:17]([C:9]2[N:10]=[C:11]3[CH:16]=[CH:15][CH:14]=[CH:13][N:12]3[C:8]=2[C:6]2[CH:5]=[CH:4][N:3]=[C:2]([NH:49][C:48]3[CH:50]=[CH:51][C:45]([N:42]4[CH2:43][CH2:44][N:39]([CH:37]([CH3:36])[CH3:38])[CH2:40][CH2:41]4)=[CH:46][C:47]=3[O:52][CH3:53])[N:7]=2)[CH:18]=[CH:19][C:20]=1[O:34][CH3:35]. The yield is 0.660.